Task: Predict the product of the given reaction.. Dataset: Forward reaction prediction with 1.9M reactions from USPTO patents (1976-2016) (1) Given the reactants [C:1]([C:4]1[CH:12]=[C:11]2[C:7]([CH:8]=[C:9]([CH3:21])[N:10]2[CH2:13][C:14]2[CH:19]=[CH:18][CH:17]=[CH:16][C:15]=2[Cl:20])=[CH:6][CH:5]=1)([OH:3])=O.[C:22]1([S:28]([NH2:31])(=[O:30])=[O:29])[CH:27]=[CH:26][CH:25]=[CH:24][CH:23]=1.C1(C2CCCCCCCCCC=2)CCCCCCCCNN=1, predict the reaction product. The product is: [C:22]1([S:28]([NH:31][C:1]([C:4]2[CH:12]=[C:11]3[C:7]([CH:8]=[C:9]([CH3:21])[N:10]3[CH2:13][C:14]3[CH:19]=[CH:18][CH:17]=[CH:16][C:15]=3[Cl:20])=[CH:6][CH:5]=2)=[O:3])(=[O:30])=[O:29])[CH:27]=[CH:26][CH:25]=[CH:24][CH:23]=1. (2) Given the reactants [N:1]([C:4]1[CH:9]=[CH:8][C:7]([CH:10]=[C:11]([NH:23][C:24]([C:26]2[CH:31]=[CH:30][C:29]([CH2:32][N:33]3[CH2:38][CH2:37][O:36][CH2:35][CH2:34]3)=[CH:28][CH:27]=2)=[O:25])[C:12]([NH:14][CH2:15][CH2:16][CH2:17][CH:18](OC)[O:19]C)=[O:13])=[CH:6][CH:5]=1)=[N+:2]=[N-:3].P(=O)(O)(O)O, predict the reaction product. The product is: [N:1]([C:4]1[CH:5]=[CH:6][C:7]([CH:10]=[C:11]([NH:23][C:24]([C:26]2[CH:27]=[CH:28][C:29]([CH2:32][N:33]3[CH2:38][CH2:37][O:36][CH2:35][CH2:34]3)=[CH:30][CH:31]=2)=[O:25])[C:12]([NH:14][CH2:15][CH2:16][CH2:17][CH:18]=[O:19])=[O:13])=[CH:8][CH:9]=1)=[N+:2]=[N-:3]. (3) Given the reactants Cl[CH2:2][C:3]1[CH:8]=[CH:7][C:6]([C@H:9]([C:27]2[CH:32]=[CH:31][C:30]([Cl:33])=[CH:29][CH:28]=2)[N:10]2[CH2:13][C:12](=[C:14]([C:19]3[CH:24]=[C:23]([F:25])[CH:22]=[C:21]([F:26])[CH:20]=3)[S:15]([CH3:18])(=[O:17])=[O:16])[CH2:11]2)=[CH:5][CH:4]=1.[NH:34]1[CH2:39][CH2:38][NH:37][CH2:36][C:35]1=[O:40], predict the reaction product. The product is: [Cl:33][C:30]1[CH:31]=[CH:32][C:27]([C@H:9]([N:10]2[CH2:13][C:12](=[C:14]([C:19]3[CH:24]=[C:23]([F:25])[CH:22]=[C:21]([F:26])[CH:20]=3)[S:15]([CH3:18])(=[O:16])=[O:17])[CH2:11]2)[C:6]2[CH:5]=[CH:4][C:3]([CH2:2][N:37]3[CH2:38][CH2:39][NH:34][C:35](=[O:40])[CH2:36]3)=[CH:8][CH:7]=2)=[CH:28][CH:29]=1. (4) Given the reactants [OH:1][C:2]1[CH:7]=[CH:6][C:5]([CH:8]=[CH:9][C:10](=[O:15])[CH2:11][C:12](=[O:14])[CH3:13])=[CH:4][CH:3]=1, predict the reaction product. The product is: [OH:1][C:2]1[CH:3]=[CH:4][C:5]([CH2:8][CH2:9][C:10](=[O:15])[CH2:11][C:12](=[O:14])[CH3:13])=[CH:6][CH:7]=1. (5) The product is: [CH:1]1([CH:5]([C:11]2[CH:16]=[CH:15][C:14]([CH2:17][OH:18])=[C:13]([OH:19])[CH:12]=2)[CH2:6][C:7]([O:9][CH3:10])=[O:8])[CH2:2][CH2:3][CH2:4]1. Given the reactants [CH:1]1([CH:5]([C:11]2[CH:16]=[CH:15][C:14]([CH:17]=[O:18])=[C:13]([OH:19])[CH:12]=2)[CH2:6][C:7]([O:9][CH3:10])=[O:8])[CH2:4][CH2:3][CH2:2]1.[BH4-].[Na+], predict the reaction product. (6) Given the reactants [NH2:1][C:2]1[N:7]=[CH:6][C:5]([C:8]([O:10][CH3:11])=[O:9])=[CH:4][N:3]=1.Br[C:13]1[CH:14]=[C:15]([CH:24]=[CH:25][CH:26]=1)[O:16][CH2:17][CH2:18][N:19]1[CH2:23][CH2:22][CH2:21][CH2:20]1.CC1(C)C2C(=C(P(C3C=CC=CC=3)C3C=CC=CC=3)C=CC=2)OC2C(P(C3C=CC=CC=3)C3C=CC=CC=3)=CC=CC1=2.C([O-])([O-])=O.[Cs+].[Cs+], predict the reaction product. The product is: [N:19]1([CH2:18][CH2:17][O:16][C:15]2[CH:14]=[C:13]([NH:1][C:2]3[N:3]=[CH:4][C:5]([C:8]([O:10][CH3:11])=[O:9])=[CH:6][N:7]=3)[CH:26]=[CH:25][CH:24]=2)[CH2:23][CH2:22][CH2:21][CH2:20]1. (7) Given the reactants [Cl:1][C:2]1[N:7]=[C:6]([C:8]([NH2:10])=[O:9])[CH:5]=[C:4](Cl)[N:3]=1.Cl.[CH3:13][NH:14][O:15][CH3:16], predict the reaction product. The product is: [Cl:1][C:2]1[N:7]=[C:6]([C:8]([NH2:10])=[O:9])[CH:5]=[C:4]([N:14]([O:15][CH3:16])[CH3:13])[N:3]=1. (8) Given the reactants Br[C:2]1[CH:3]=[C:4]2[C:9](=[CH:10][CH:11]=1)[N:8]=[C:7](Cl)[CH:6]=[CH:5]2.C[NH:14]CC1C=CC=CC=1, predict the reaction product. The product is: [NH2:14][C:7]1[CH:6]=[CH:5][C:4]2[C:9](=[CH:10][CH:11]=[CH:2][CH:3]=2)[N:8]=1. (9) Given the reactants [CH3:1][C:2]1[CH:7]=[C:6]([N:8]2[CH2:12][CH2:11][CH:10]([N:13]3[CH2:17][CH2:16][CH2:15][CH:14]3[CH3:18])[CH2:9]2)[CH:5]=[CH:4][C:3]=1[NH2:19].[N:20]1([C:25]2[CH:33]=[CH:32][C:28]([C:29](O)=[O:30])=[CH:27][CH:26]=2)[CH:24]=[N:23][CH:22]=[N:21]1, predict the reaction product. The product is: [CH3:1][C:2]1[CH:7]=[C:6]([N:8]2[CH2:12][CH2:11][CH:10]([N:13]3[CH2:17][CH2:16][CH2:15][CH:14]3[CH3:18])[CH2:9]2)[CH:5]=[CH:4][C:3]=1[NH:19][C:29](=[O:30])[C:28]1[CH:27]=[CH:26][C:25]([N:20]2[CH:24]=[N:23][CH:22]=[N:21]2)=[CH:33][CH:32]=1. (10) Given the reactants O.[OH-].[Li+].[CH:4]1([O:8][C@H:9]([CH3:45])[C@@H:10]([C:41]([O:43]C)=[O:42])[NH:11][C:12]([C:14]2[CH:19]=[CH:18][C:17]([C:20]3[CH:25]=[CH:24][C:23]([F:26])=[C:22]([F:27])[CH:21]=3)=[CH:16][C:15]=2[NH:28][C:29]([NH:31][C:32]2[C:37]([CH3:38])=[CH:36][C:35]([CH3:39])=[CH:34][C:33]=2[CH3:40])=[O:30])=[O:13])[CH2:7][CH2:6][CH2:5]1.O.Cl, predict the reaction product. The product is: [CH:4]1([O:8][C@H:9]([CH3:45])[C@@H:10]([C:41]([OH:43])=[O:42])[NH:11][C:12]([C:14]2[CH:19]=[CH:18][C:17]([C:20]3[CH:25]=[CH:24][C:23]([F:26])=[C:22]([F:27])[CH:21]=3)=[CH:16][C:15]=2[NH:28][C:29]([NH:31][C:32]2[C:37]([CH3:38])=[CH:36][C:35]([CH3:39])=[CH:34][C:33]=2[CH3:40])=[O:30])=[O:13])[CH2:7][CH2:6][CH2:5]1.